Dataset: Reaction yield outcomes from USPTO patents with 853,638 reactions. Task: Predict the reaction yield, written as a fraction of the theoretical maximum amount of product (1.0 means a 100% yield; for example, 0.34 means a 34% yield). (1) The yield is 1.00. The reactants are C[O:2][C:3]([C:5]1[N:6]([NH:10][C:11](=[O:22])[CH:12]([O:14][CH2:15][C:16]2[CH:21]=[CH:20][CH:19]=[CH:18][CH:17]=2)[CH3:13])[CH:7]=[N:8][CH:9]=1)=O.[OH-].[NH4+:24]. No catalyst specified. The product is [CH2:15]([O:14][CH:12]([CH3:13])[C:11]([NH:10][N:6]1[C:5]([C:3]([NH2:24])=[O:2])=[CH:9][N:8]=[CH:7]1)=[O:22])[C:16]1[CH:21]=[CH:20][CH:19]=[CH:18][CH:17]=1. (2) The reactants are [Li]CCCC.[C:6](#[N:8])[CH3:7].[CH2:9]([O:16][C:17]1[C:26]([O:27][CH3:28])=[CH:25][C:20]([C:21]([O:23]C)=O)=[C:19]([N:29]=[CH:30]N(C)C)[CH:18]=1)[C:10]1[CH:15]=[CH:14][CH:13]=[CH:12][CH:11]=1.C(O)(=O)C. The catalyst is C1COCC1. The product is [CH2:9]([O:16][C:17]1[CH:18]=[C:19]2[C:20]([C:21]([OH:23])=[C:7]([C:6]#[N:8])[CH:30]=[N:29]2)=[CH:25][C:26]=1[O:27][CH3:28])[C:10]1[CH:11]=[CH:12][CH:13]=[CH:14][CH:15]=1. The yield is 0.980. (3) The reactants are [CH:1]([O:4][C:5]1[CH:14]=[C:13]([C:15]([F:18])([F:17])[F:16])[C:12]2[C:7](=[CH:8][CH:9]=[C:10]3[NH:22][C@H:21]([CH3:23])[CH2:20][O:19][C:11]3=2)[N:6]=1)([CH3:3])[CH3:2].[BH4-].[Na+].[C:26](O)(=O)[CH3:27]. No catalyst specified. The product is [CH2:26]([N:22]1[C:10]2[C:11](=[C:12]3[C:7](=[CH:8][CH:9]=2)[N:6]=[C:5]([O:4][CH:1]([CH3:3])[CH3:2])[CH:14]=[C:13]3[C:15]([F:18])([F:17])[F:16])[O:19][CH2:20][C@H:21]1[CH3:23])[CH3:27]. The yield is 1.00. (4) The reactants are [N+:1]([C:4]1[CH:9]=[CH:8][C:7](/[CH:10]=[CH:11]/[C:12]2[C:20]3[C:15](=[CH:16][CH:17]=[CH:18][CH:19]=3)[NH:14][N:13]=2)=[CH:6][CH:5]=1)([O-])=O.[ClH:21].[Sn]. The catalyst is C(O)C. The product is [ClH:21].[NH2:1][C:4]1[CH:9]=[CH:8][C:7](/[CH:10]=[CH:11]/[C:12]2[C:20]3[C:15](=[CH:16][CH:17]=[CH:18][CH:19]=3)[NH:14][N:13]=2)=[CH:6][CH:5]=1. The yield is 0.960. (5) The reactants are [C:1]1([CH2:7][C:8](Cl)=[O:9])[CH:6]=[CH:5][CH:4]=[CH:3][CH:2]=1.[S-:11][C:12]#[N:13].[K+].C(=O)([O-])O.[Na+].[NH2:20][C:21]1[CH:47]=[CH:46][C:24]([O:25][C:26]2[CH:31]=[CH:30][N:29]=[C:28]([NH:32][C:33]([N:35]3[CH2:40][CH2:39][CH:38]([N:41]4[CH2:45][CH2:44][CH2:43][CH2:42]4)[CH2:37][CH2:36]3)=[O:34])[CH:27]=2)=[CH:23][CH:22]=1.[C@]12(CS(O)(=O)=O)C(C)(C)C(CC1)CC2=O. The catalyst is C(#N)C.C(O)C.C1(C)C=CC=CC=1. The product is [C:1]1([CH2:7][C:8]([NH:13][C:12](=[S:11])[NH:20][C:21]2[CH:22]=[CH:23][C:24]([O:25][C:26]3[CH:31]=[CH:30][N:29]=[C:28]([NH:32][C:33]([N:35]4[CH2:36][CH2:37][CH:38]([N:41]5[CH2:45][CH2:44][CH2:43][CH2:42]5)[CH2:39][CH2:40]4)=[O:34])[CH:27]=3)=[CH:46][CH:47]=2)=[O:9])[CH:6]=[CH:5][CH:4]=[CH:3][CH:2]=1. The yield is 0.440. (6) The reactants are [Cl:1][C:2]1[CH:10]=[N:9][CH:8]=[C:7]([Cl:11])[C:3]=1[C:4]([OH:6])=O.[NH2:12][C:13]1[CH:20]=[CH:19][C:16]([CH2:17][OH:18])=[CH:15][CH:14]=1.C1COCC1. The catalyst is S(Cl)(Cl)=O. The product is [Cl:11][C:7]1[CH:8]=[N:9][CH:10]=[C:2]([Cl:1])[C:3]=1[C:4]([NH:12][C:13]1[CH:20]=[CH:19][C:16]([CH2:17][OH:18])=[CH:15][CH:14]=1)=[O:6]. The yield is 0.630. (7) The reactants are C[C:2]([CH3:5])([O-])[CH3:3].[Na+].Cl[C:8]1[N:13]=[CH:12][C:11]2[C:14]([NH:36][C:37](=[O:40])[O:38][CH3:39])=[N:15][N:16]([C:17]([C:30]3[CH:35]=[CH:34][CH:33]=[CH:32][CH:31]=3)([C:24]3[CH:29]=[CH:28][CH:27]=[CH:26][CH:25]=3)[C:18]3[CH:23]=[CH:22][CH:21]=[CH:20][CH:19]=3)[C:10]=2[CH:9]=1.[C:41](=[O:51])([O:43][CH2:44]C1C=CC=CC=1)[NH2:42].[CH2:52]1[CH2:56]OC[CH2:53]1. No catalyst specified. The product is [C:17]([N:16]1[C:10]2[CH:9]=[C:8]([NH:42][C:41](=[O:51])[O:43][CH3:44])[N:13]=[CH:12][C:11]=2[C:14]([NH:36][C:37](=[O:40])[O:38][CH2:39][C:3]2[CH:2]=[CH:5][CH:56]=[CH:52][CH:53]=2)=[N:15]1)([C:24]1[CH:29]=[CH:28][CH:27]=[CH:26][CH:25]=1)([C:30]1[CH:31]=[CH:32][CH:33]=[CH:34][CH:35]=1)[C:18]1[CH:19]=[CH:20][CH:21]=[CH:22][CH:23]=1. The yield is 0.402.